This data is from Reaction yield outcomes from USPTO patents with 853,638 reactions. The task is: Predict the reaction yield, written as a fraction of the theoretical maximum amount of product (1.0 means a 100% yield; for example, 0.34 means a 34% yield). (1) The reactants are [CH2:1]([N:6]1[C:14]2[N:13]=[C:12]([C:15]([F:18])([F:17])[F:16])[NH:11][C:10]=2[C:9](=[S:19])[NH:8][C:7]1=[O:20])[CH2:2][CH2:3][CH2:4][CH3:5].[OH-].[Na+].S(OC)(O[CH3:27])(=O)=O. The catalyst is O. The product is [CH3:27][S:19][C:9]1[C:10]2[NH:11][C:12]([C:15]([F:16])([F:18])[F:17])=[N:13][C:14]=2[N:6]([CH2:1][CH2:2][CH2:3][CH2:4][CH3:5])[C:7](=[O:20])[N:8]=1. The yield is 0.950. (2) The reactants are [Cl:1][C:2]1[CH:10]=[C:9]([NH:11][CH:12]([CH3:14])[CH3:13])[C:5]([C:6]([OH:8])=O)=[CH:4][N:3]=1.[NH2:15][CH2:16][C@@H:17]([F:22])[C:18]([CH3:21])([OH:20])[CH3:19].CN(C(ON1N=NC2C=CC=NC1=2)=[N+](C)C)C.F[P-](F)(F)(F)(F)F.CCN(C(C)C)C(C)C. The catalyst is CN(C=O)C.C(OCC)(=O)C. The product is [Cl:1][C:2]1[CH:10]=[C:9]([NH:11][CH:12]([CH3:14])[CH3:13])[C:5]([C:6]([NH:15][CH2:16][C@@H:17]([F:22])[C:18]([OH:20])([CH3:21])[CH3:19])=[O:8])=[CH:4][N:3]=1. The yield is 0.650. (3) The reactants are [F:8][C:7]([F:10])([F:9])[C:6](O[C:6](=[O:11])[C:7]([F:10])([F:9])[F:8])=[O:11].[NH:14]1[C:23]2[C:18](=[CH:19][CH:20]=[CH:21][CH:22]=2)[CH2:17][CH2:16][CH2:15]1. The catalyst is C(Cl)(Cl)Cl. The product is [N:14]1([C:6](=[O:11])[C:7]([F:8])([F:9])[F:10])[C:23]2[C:18](=[CH:19][CH:20]=[CH:21][CH:22]=2)[CH2:17][CH2:16][CH2:15]1. The yield is 0.870. (4) The reactants are [CH2:1]([O:3][C:4]([C:6]1[C:7]([CH3:18])=[C:8]2[C:13](Cl)=[C:12]([C:15]#[N:16])[CH:11]=[N:10][N:9]2[CH:17]=1)=[O:5])[CH3:2].CCN(CC)CC.[CH:26]1([NH2:32])[CH2:31][CH2:30][CH2:29][CH2:28][CH2:27]1.ClCCl. The catalyst is C(#N)C. The product is [CH2:1]([O:3][C:4]([C:6]1[C:7]([CH3:18])=[C:8]2[C:13]([NH:32][CH:26]3[CH2:31][CH2:30][CH2:29][CH2:28][CH2:27]3)=[C:12]([C:15]#[N:16])[CH:11]=[N:10][N:9]2[CH:17]=1)=[O:5])[CH3:2]. The yield is 0.750. (5) The reactants are [C:1]([O:5][C:6]([N:8]1[CH:14]([C:15](=O)[NH:16][CH2:17][C:18]([C:20]2[CH:25]=[CH:24][C:23]([Br:26])=[CH:22][CH:21]=2)=O)[CH2:13][C:10]2([CH2:12][CH2:11]2)[CH2:9]1)=[O:7])([CH3:4])([CH3:3])[CH3:2].C([O-])(=O)C.[NH4+:32]. The catalyst is CCOC(C)=O. The product is [C:1]([O:5][C:6]([N:8]1[CH:14]([C:15]2[NH:32][C:18]([C:20]3[CH:25]=[CH:24][C:23]([Br:26])=[CH:22][CH:21]=3)=[CH:17][N:16]=2)[CH2:13][C:10]2([CH2:12][CH2:11]2)[CH2:9]1)=[O:7])([CH3:4])([CH3:3])[CH3:2]. The yield is 0.610. (6) The reactants are Br[CH2:2][C:3]1[CH:4]=[C:5]2[N:11]=[C:10]([C:12]3[CH:17]=[CH:16][CH:15]=[CH:14][C:13]=3[N+:18]([O-:20])=[O:19])[S:9][C:6]2=[N:7][CH:8]=1.[C:21]([N:28]1[CH2:33][CH2:32][NH:31][CH2:30][CH2:29]1)([O:23][C:24]([CH3:27])([CH3:26])[CH3:25])=[O:22].CCN(CC)CC. The catalyst is C(#N)C. The product is [N+:18]([C:13]1[CH:14]=[CH:15][CH:16]=[CH:17][C:12]=1[C:10]1[S:9][C:6]2[C:5]([N:11]=1)=[CH:4][C:3]([CH2:2][N:31]1[CH2:30][CH2:29][N:28]([C:21]([O:23][C:24]([CH3:27])([CH3:26])[CH3:25])=[O:22])[CH2:33][CH2:32]1)=[CH:8][N:7]=2)([O-:20])=[O:19]. The yield is 0.740. (7) The reactants are [OH:1][C:2]1[CH:9]=[CH:8][C:5]([C:6]#[N:7])=[CH:4][CH:3]=1.[Br:10][CH2:11][CH2:12][CH2:13]Br.C([O-])([O-])=O.[Cs+].[Cs+]. The catalyst is C(#N)C. The product is [Br:10][CH2:11][CH2:12][CH2:13][O:1][C:2]1[CH:9]=[CH:8][C:5]([C:6]#[N:7])=[CH:4][CH:3]=1. The yield is 0.714. (8) The reactants are [Cl:1][C:2]1[CH:3]=[C:4]([CH:9]=[C:10](I)[CH:11]=1)[C:5]([O:7][CH3:8])=[O:6].[Br-].[CH:14]1([Zn+])[CH2:16][CH2:15]1.CN1CCN(C)C1=O.C(O)(=O)CC(CC(O)=O)(C(O)=O)O. The catalyst is C1COCC1.CCOC(C)=O. The product is [Cl:1][C:2]1[CH:3]=[C:4]([CH:9]=[C:10]([CH:14]2[CH2:16][CH2:15]2)[CH:11]=1)[C:5]([O:7][CH3:8])=[O:6]. The yield is 0.630.